From a dataset of Catalyst prediction with 721,799 reactions and 888 catalyst types from USPTO. Predict which catalyst facilitates the given reaction. (1) Reactant: [F:1][C:2]1[CH:7]=[CH:6][C:5]([F:8])=[CH:4][C:3]=1[CH2:9][S:10](Cl)(=[O:12])=[O:11].[Cl-].[CH:15]1([O:21][C:22]([C:24]2[N:25]=[C:26]([CH:29]3[CH2:34][CH2:33][NH2+:32][CH2:31][CH2:30]3)[S:27][CH:28]=2)=[O:23])[CH2:20][CH2:19][CH2:18][CH2:17][CH2:16]1.C(N(CC)CC)C.O. Product: [F:1][C:2]1[CH:7]=[CH:6][C:5]([F:8])=[CH:4][C:3]=1[CH2:9][S:10]([N:32]1[CH2:31][CH2:30][CH:29]([C:26]2[S:27][CH:28]=[C:24]([C:22]([O:21][CH:15]3[CH2:16][CH2:17][CH2:18][CH2:19][CH2:20]3)=[O:23])[N:25]=2)[CH2:34][CH2:33]1)(=[O:12])=[O:11]. The catalyst class is: 4. (2) Reactant: [F:1][C:2]1[C:3]([CH3:16])=[C:4]2[C:9](=[CH:10][CH:11]=1)[N+:8]([O-])=[C:7](C#N)[C:6](=[O:15])[NH:5]2.S(S([O-])=O)([O-])=O.[Na+].[Na+].C#N.Cl.[OH-].[Na+]. Product: [F:1][C:2]1[C:3]([CH3:16])=[C:4]2[C:9]([N:8]=[CH:7][C:6](=[O:15])[NH:5]2)=[CH:10][CH:11]=1. The catalyst class is: 40. (3) Product: [Br:26][C:23]1[CH:24]=[CH:25][C:20]([NH:19][S:13]([C:7]2[S:6][C:5]3[CH:17]=[CH:18][C:2]([F:1])=[CH:3][C:4]=3[C:8]=2[CH2:9][CH:10]([CH3:12])[CH3:11])(=[O:15])=[O:14])=[C:21]([C:27]([F:28])([F:29])[F:30])[CH:22]=1. The catalyst class is: 17. Reactant: [F:1][C:2]1[CH:18]=[CH:17][C:5]2[S:6][C:7]([S:13](Cl)(=[O:15])=[O:14])=[C:8]([CH2:9][CH:10]([CH3:12])[CH3:11])[C:4]=2[CH:3]=1.[NH2:19][C:20]1[CH:25]=[CH:24][C:23]([Br:26])=[CH:22][C:21]=1[C:27]([F:30])([F:29])[F:28]. (4) Reactant: [CH2:1]([NH:3][CH2:4][C:5]1[CH:10]=[CH:9][CH:8]=[CH:7][C:6]=1[NH2:11])[CH3:2].Cl[C:13]1[N:18]=[N:17][C:16]([C:19]([NH2:21])=[O:20])=[CH:15][CH:14]=1.C(N(C(C)C)CC)(C)C. Product: [CH2:1]([N:3]([C:13]1[N:18]=[N:17][C:16]([C:19]([NH2:21])=[O:20])=[CH:15][CH:14]=1)[CH2:4][C:5]1[CH:10]=[CH:9][CH:8]=[CH:7][C:6]=1[NH2:11])[CH3:2]. The catalyst class is: 3.